This data is from Kinase inhibitor binding affinity data with 442 proteins and 68 drugs (Kd values). The task is: Regression. Given a target protein amino acid sequence and a drug SMILES string, predict the binding affinity score between them. We predict pKd (pKd = -log10(Kd in M); higher means stronger binding). Dataset: davis. (1) The pKd is 5.0. The compound is CSc1cccc(Nc2ncc3cc(-c4c(Cl)cccc4Cl)c(=O)n(C)c3n2)c1. The target protein (BIKE) has sequence MKKFSRMPKSEGGSGGGAAGGGAGGAGAGAGCGSGGSSVGVRVFAVGRHQVTLEESLAEGGFSTVFLVRTHGGIRCALKRMYVNNMPDLNVCKREITIMKELSGHKNIVGYLDCAVNSISDNVWEVLILMEYCRAGQVVNQMNKKLQTGFTEPEVLQIFCDTCEAVARLHQCKTPIIHRDLKVENILLNDGGNYVLCDFGSATNKFLNPQKDGVNVVEEEIKKYTTLSYRAPEMINLYGGKPITTKADIWALGCLLYKLCFFTLPFGESQVAICDGNFTIPDNSRYSRNIHCLIRFMLEPDPEHRPDIFQVSYFAFKFAKKDCPVSNINNSSIPSALPEPMTASEAAARKSQIKARITDTIGPTETSIAPRQRPKANSATTATPSVLTIQSSATPVKVLAPGEFGNHRPKGALRPGNGPEILLGQGPPQQPPQQHRVLQQLQQGDWRLQQLHLQHRHPHQQQQQQQQQQQQQQQQQQQQQQQQQQQHHHHHHHHLLQDAY.... (2) The drug is CC(C)(C)c1cc(NC(=O)Nc2ccc(-c3cn4c(n3)sc3cc(OCCN5CCOCC5)ccc34)cc2)no1. The target protein is PFCDPK1(Pfalciparum). The pKd is 5.0.